This data is from NCI-60 drug combinations with 297,098 pairs across 59 cell lines. The task is: Regression. Given two drug SMILES strings and cell line genomic features, predict the synergy score measuring deviation from expected non-interaction effect. (1) Drug 1: CC1=C(C(CCC1)(C)C)C=CC(=CC=CC(=CC(=O)O)C)C. Drug 2: C(CCl)NC(=O)N(CCCl)N=O. Cell line: COLO 205. Synergy scores: CSS=18.2, Synergy_ZIP=6.27, Synergy_Bliss=5.94, Synergy_Loewe=10.4, Synergy_HSA=5.72. (2) Drug 1: CC1=C(C=C(C=C1)NC2=NC=CC(=N2)N(C)C3=CC4=NN(C(=C4C=C3)C)C)S(=O)(=O)N.Cl. Drug 2: CCC1=C2CN3C(=CC4=C(C3=O)COC(=O)C4(CC)O)C2=NC5=C1C=C(C=C5)O. Cell line: 786-0. Synergy scores: CSS=56.6, Synergy_ZIP=-0.945, Synergy_Bliss=0.321, Synergy_Loewe=-53.9, Synergy_HSA=0.664. (3) Drug 1: CC1=C(C(=O)C2=C(C1=O)N3CC4C(C3(C2COC(=O)N)OC)N4)N. Drug 2: CCN(CC)CCNC(=O)C1=C(NC(=C1C)C=C2C3=C(C=CC(=C3)F)NC2=O)C. Cell line: OVCAR3. Synergy scores: CSS=24.8, Synergy_ZIP=-4.35, Synergy_Bliss=-2.03, Synergy_Loewe=-3.66, Synergy_HSA=0.640.